This data is from Forward reaction prediction with 1.9M reactions from USPTO patents (1976-2016). The task is: Predict the product of the given reaction. Given the reactants P(CCCC)(CCCC)CCCC.Br[C:15]1[S:16][CH:17]=[C:18]([C:20]([O:22][CH2:23][CH3:24])=[O:21])[N:19]=1.C([O-])([O-])=O.[K+].[K+].C(=O)([S:33][CH2:34][CH2:35][C@H:36]1[C@@H:40]([O:41][S:42]([CH3:45])(=[O:44])=[O:43])[CH2:39][C@@H:38]([O:46][CH:47]2[CH2:52][CH2:51][CH2:50][CH2:49][O:48]2)[C@@H:37]1[CH2:53][CH2:54][CH2:55][CH2:56][CH2:57][CH2:58][CH2:59][CH3:60])C, predict the reaction product. The product is: [CH3:45][S:42]([O:41][C@@H:40]1[C@H:36]([CH2:35][CH2:34][S:33][C:15]2[S:16][CH:17]=[C:18]([C:20]([O:22][CH2:23][CH3:24])=[O:21])[N:19]=2)[C@@H:37]([CH2:53][CH2:54][CH2:55][CH2:56][CH2:57][CH2:58][CH2:59][CH3:60])[C@H:38]([O:46][CH:47]2[CH2:52][CH2:51][CH2:50][CH2:49][O:48]2)[CH2:39]1)(=[O:43])=[O:44].